Dataset: Full USPTO retrosynthesis dataset with 1.9M reactions from patents (1976-2016). Task: Predict the reactants needed to synthesize the given product. (1) Given the product [Cl:29][C:26]1[CH:27]=[CH:28][C:23]([CH:4]([CH2:3][CH2:2][S:30][C:31]2[CH:36]=[CH:35][CH:34]=[CH:33][CH:32]=2)/[C:5](/[F:22])=[C:6](\[F:21])/[CH2:7][C:8]2[CH:13]=[CH:12][CH:11]=[C:10]([O:14][C:15]3[CH:20]=[CH:19][CH:18]=[CH:17][CH:16]=3)[CH:9]=2)=[CH:24][CH:25]=1, predict the reactants needed to synthesize it. The reactants are: Br[CH2:2][CH2:3][CH:4]([C:23]1[CH:28]=[CH:27][C:26]([Cl:29])=[CH:25][CH:24]=1)/[C:5](/[F:22])=[C:6](\[F:21])/[CH2:7][C:8]1[CH:13]=[CH:12][CH:11]=[C:10]([O:14][C:15]2[CH:20]=[CH:19][CH:18]=[CH:17][CH:16]=2)[CH:9]=1.[S-:30][C:31]1[CH:36]=[CH:35][CH:34]=[CH:33][CH:32]=1.[Na+]. (2) Given the product [C:12]1(=[O:14])[O:13][CH2:5][CH2:6][CH2:7][CH2:8][CH2:9]1.[C:22]([OH:24])(=[O:23])[CH:19]([CH3:18])[OH:3], predict the reactants needed to synthesize it. The reactants are: C(O)C[OH:3].[CH3:5][CH2:6][CH2:7][CH2:8][CH:9]([C:12]([O-:14])=[O:13])CC.CCC[CH2:18][CH:19]([C:22]([O-:24])=[O:23])CC.[Sn+2].C(Cl)Cl. (3) Given the product [F:18][C:16]1[CH:15]=[CH:14][C:13]2=[C:4]3[N:3]=[C:2]([O:44][CH2:43][C:40]4[CH:41]=[CH:42][N:37]=[CH:38][CH:39]=4)[NH:28][C:5]3=[C:6]3[C:11]([C:10](=[O:19])[NH:9][CH:8]=[CH:7]3)=[C:12]2[CH:17]=1, predict the reactants needed to synthesize it. The reactants are: Cl[C:2]1[N:28](COCC[Si](C)(C)C)[C:5]2=[C:6]3[C:11](=[C:12]4[CH:17]=[C:16]([F:18])[CH:15]=[CH:14][C:13]4=[C:4]2[N:3]=1)[C:10](=[O:19])[N:9](COCC[Si](C)(C)C)[CH:8]=[CH:7]3.[N:37]1[CH:42]=[CH:41][C:40]([CH2:43][OH:44])=[CH:39][CH:38]=1.[H-].[Na+].FC(F)(F)C(O)=O.C(=O)([O-])[O-].[K+].[K+].CO. (4) Given the product [C:3]([C:7]1[CH:12]=[CH:11][N:10]2[C:13]([C:16]3[CH:17]=[CH:18][C:19]([F:30])=[C:20]([C:22]4[C:23]([C:28]#[N:29])=[CH:24][CH:25]=[CH:26][CH:27]=4)[CH:21]=3)=[CH:14][N:15]=[C:9]2[N:8]=1)(=[O:2])[CH3:4], predict the reactants needed to synthesize it. The reactants are: C[O:2][C:3]([C:7]1[CH:12]=[CH:11][N:10]2[C:13]([C:16]3[CH:17]=[CH:18][C:19]([F:30])=[C:20]([C:22]4[C:23]([C:28]#[N:29])=[CH:24][CH:25]=[CH:26][CH:27]=4)[CH:21]=3)=[CH:14][N:15]=[C:9]2[N:8]=1)(OC)[CH3:4].C(=O)([O-])O.[Na+].C(OCC)C. (5) Given the product [Cl:1][C:2]1[C:3]([NH:18][C:19]2[C:27]([F:28])=[CH:26][CH:25]=[CH:24][C:20]=2[C:21]([NH:37][O:38][CH3:39])=[O:22])=[CH:4][C:5]([NH:8][C:9]2[N:13]([CH:14]([CH3:15])[CH3:16])[N:12]=[C:11]([CH3:17])[CH:10]=2)=[N:6][CH:7]=1, predict the reactants needed to synthesize it. The reactants are: [Cl:1][C:2]1[C:3]([NH:18][C:19]2[C:27]([F:28])=[CH:26][CH:25]=[CH:24][C:20]=2[C:21](O)=[O:22])=[CH:4][C:5]([NH:8][C:9]2[N:13]([CH:14]([CH3:16])[CH3:15])[N:12]=[C:11]([CH3:17])[CH:10]=2)=[N:6][CH:7]=1.C1C=CC2[N:37]([OH:38])N=NC=2C=1.[CH2:39](Cl)CCl.CCN(C(C)C)C(C)C.